From a dataset of Peptide-MHC class I binding affinity with 185,985 pairs from IEDB/IMGT. Regression. Given a peptide amino acid sequence and an MHC pseudo amino acid sequence, predict their binding affinity value. This is MHC class I binding data. The peptide sequence is ISDPLTSGL. The MHC is HLA-B08:02 with pseudo-sequence HLA-B08:02. The binding affinity (normalized) is 0.0847.